From a dataset of Reaction yield outcomes from USPTO patents with 853,638 reactions. Predict the reaction yield, written as a fraction of the theoretical maximum amount of product (1.0 means a 100% yield; for example, 0.34 means a 34% yield). (1) The reactants are [CH3:1][C:2]([CH3:40])([CH3:39])[C:3]([C:5]1[C:13]2[C:8](=[N:9][CH:10]=[C:11]([C:14]3[CH:15]=[C:16]([CH:23]=[C:24]([N:26]4[CH2:30][CH2:29][CH2:28][CH2:27]4)[CH:25]=3)[C:17]([NH:19][CH2:20][CH2:21][OH:22])=[O:18])[N:12]=2)[N:7](COCC[Si](C)(C)C)[CH:6]=1)=[O:4]. The catalyst is C(Cl)Cl.CO. The product is [CH3:1][C:2]([CH3:40])([CH3:39])[C:3]([C:5]1[C:13]2[C:8](=[N:9][CH:10]=[C:11]([C:14]3[CH:15]=[C:16]([CH:23]=[C:24]([N:26]4[CH2:30][CH2:29][CH2:28][CH2:27]4)[CH:25]=3)[C:17]([NH:19][CH2:20][CH2:21][OH:22])=[O:18])[N:12]=2)[NH:7][CH:6]=1)=[O:4]. The yield is 0.830. (2) The reactants are Br[C:2]1[CH:3]=[N:4][CH:5]=[C:6]([N+:9]([O-:11])=[O:10])[C:7]=1[NH2:8].[N:12]1[CH:17]=[CH:16][CH:15]=[C:14](B(O)O)[CH:13]=1.C([O-])([O-])=O.[Na+].[Na+]. The catalyst is Cl[Pd](Cl)([P](C1C=CC=CC=1)(C1C=CC=CC=1)C1C=CC=CC=1)[P](C1C=CC=CC=1)(C1C=CC=CC=1)C1C=CC=CC=1.O1CCOCC1. The product is [N+:9]([C:6]1[C:7]([NH2:8])=[C:2]([C:14]2[CH:13]=[N:12][CH:17]=[CH:16][CH:15]=2)[CH:3]=[N:4][CH:5]=1)([O-:11])=[O:10]. The yield is 0.870. (3) The reactants are Cl.[OH:2][CH:3]([C:17]1[C:26]2[C:21](=[CH:22][CH:23]=[CH:24][CH:25]=2)[CH:20]=[CH:19][CH:18]=1)[CH:4]([NH2:16])[CH2:5][C:6]1[CH:11]=[CH:10][C:9]([C:12]([F:15])([F:14])[F:13])=[CH:8][CH:7]=1.[F:27][C:28]([F:39])([F:38])[C:29]1[CH:37]=[CH:36][C:32]([C:33](Cl)=[O:34])=[CH:31][CH:30]=1.C(=O)([O-])O.[Na+]. The catalyst is C(OCC)(=O)C.O. The product is [OH:2][CH:3]([C:17]1[C:26]2[C:21](=[CH:22][CH:23]=[CH:24][CH:25]=2)[CH:20]=[CH:19][CH:18]=1)[CH:4]([NH:16][C:33](=[O:34])[C:32]1[CH:36]=[CH:37][C:29]([C:28]([F:27])([F:38])[F:39])=[CH:30][CH:31]=1)[CH2:5][C:6]1[CH:11]=[CH:10][C:9]([C:12]([F:13])([F:14])[F:15])=[CH:8][CH:7]=1. The yield is 0.880.